The task is: Predict the reaction yield, written as a fraction of the theoretical maximum amount of product (1.0 means a 100% yield; for example, 0.34 means a 34% yield).. This data is from Reaction yield outcomes from USPTO patents with 853,638 reactions. (1) The reactants are [N+:1]([C:4]1[CH:5]=[CH:6][C:7]2[CH2:13][CH2:12][C:11](=O)[CH2:10][CH2:9][C:8]=2[CH:15]=1)([O-:3])=[O:2].ClCCCl.[NH:20]1[CH2:25][CH2:24][O:23][CH2:22][CH2:21]1.C(O)(=O)C.C(O[BH-](OC(=O)C)OC(=O)C)(=O)C.[Na+]. The catalyst is C(Cl)Cl. The product is [N+:1]([C:4]1[CH:5]=[CH:6][C:7]2[CH2:13][CH2:12][CH:11]([N:20]3[CH2:25][CH2:24][O:23][CH2:22][CH2:21]3)[CH2:10][CH2:9][C:8]=2[CH:15]=1)([O-:3])=[O:2]. The yield is 0.700. (2) The reactants are C[Al](C)C.[CH3:5][NH2:6].[CH3:7][C:8]1[CH:17]=[CH:16][C:15]2[C:10](=[CH:11][CH:12]=[CH:13][C:14]=2[CH:18]2[CH2:23][CH2:22][N:21]([CH2:24][CH2:25][C:26]3[C:35]4[O:34][CH2:33][C:32]5=[C:36]([C:39](OCC)=[O:40])[N:37]=[CH:38][N:31]5[C:30]=4[CH:29]=[CH:28][CH:27]=3)[CH2:20][CH2:19]2)[N:9]=1.[OH-].[Na+].C(Cl)[Cl:47]. The catalyst is O. The product is [ClH:47].[ClH:47].[CH3:5][NH:6][C:39]([C:36]1[N:37]=[CH:38][N:31]2[C:30]3[CH:29]=[CH:28][CH:27]=[C:26]([CH2:25][CH2:24][N:21]4[CH2:20][CH2:19][CH:18]([C:14]5[CH:13]=[CH:12][CH:11]=[C:10]6[C:15]=5[CH:16]=[CH:17][C:8]([CH3:7])=[N:9]6)[CH2:23][CH2:22]4)[C:35]=3[O:34][CH2:33][C:32]=12)=[O:40]. The yield is 0.760.